This data is from NCI-60 drug combinations with 297,098 pairs across 59 cell lines. The task is: Regression. Given two drug SMILES strings and cell line genomic features, predict the synergy score measuring deviation from expected non-interaction effect. Drug 1: CN(C)C1=NC(=NC(=N1)N(C)C)N(C)C. Drug 2: CN(CC1=CN=C2C(=N1)C(=NC(=N2)N)N)C3=CC=C(C=C3)C(=O)NC(CCC(=O)O)C(=O)O. Cell line: HOP-92. Synergy scores: CSS=-0.291, Synergy_ZIP=-2.45, Synergy_Bliss=-2.79, Synergy_Loewe=-10.3, Synergy_HSA=-4.61.